Dataset: Catalyst prediction with 721,799 reactions and 888 catalyst types from USPTO. Task: Predict which catalyst facilitates the given reaction. (1) Reactant: [NH2:1][C:2]1[N:7]=[C:6]([NH2:8])[C:5]([O:9][CH2:10][CH2:11][CH2:12][O:13][C:14]2[C:23]3[C:18](=[CH:19][CH:20]=[CH:21][CH:22]=3)[N:17]=[C:16]([CH3:24])[CH:15]=2)=[C:4]([CH2:25][CH3:26])[N:3]=1.[ClH:27]. Product: [ClH:27].[NH2:1][C:2]1[N:7]=[C:6]([NH2:8])[C:5]([O:9][CH2:10][CH2:11][CH2:12][O:13][C:14]2[C:23]3[C:18](=[CH:19][CH:20]=[CH:21][CH:22]=3)[N:17]=[C:16]([CH3:24])[CH:15]=2)=[C:4]([CH2:25][CH3:26])[N:3]=1. The catalyst class is: 5. (2) Reactant: [Cl:1][C:2]1[CH:3]=[C:4]([C@@:9]([NH:15][CH3:16])([CH2:12][CH:13]=[CH2:14])[CH2:10][OH:11])[CH:5]=[CH:6][C:7]=1[Cl:8].[H-].[Na+].[CH3:19][O:20][C:21]1[CH:22]=[C:23]([CH:26]=[C:27]([O:31][CH3:32])[C:28]=1[O:29][CH3:30])[CH2:24]Cl. Product: [CH3:32][O:31][C:27]1[CH:26]=[C:23]([CH:22]=[C:21]([O:20][CH3:19])[C:28]=1[O:29][CH3:30])[CH2:24][O:11][CH2:10][C@:9]([C:4]1[CH:5]=[CH:6][C:7]([Cl:8])=[C:2]([Cl:1])[CH:3]=1)([NH:15][CH3:16])[CH2:12][CH:13]=[CH2:14]. The catalyst class is: 9. (3) Reactant: [C:1]1(=[O:11])[O:6][C:4](=[O:5])[C:3]2=[CH:7][CH:8]=[CH:9][CH:10]=[C:2]12.[O:12]1[CH2:16][CH2:15][CH:14]([CH2:17][OH:18])[CH2:13]1. Product: [O:12]1[CH2:16][CH2:15][CH:14]([CH2:17][O:18][C:4]([C:3]2[CH:7]=[CH:8][CH:9]=[CH:10][C:2]=2[C:1]([OH:6])=[O:11])=[O:5])[CH2:13]1. The catalyst class is: 6. (4) Reactant: [Cl:1][C:2]1[CH:7]=[CH:6][C:5]([C:8]([C:11]2[N:15]([C:16]3[CH:21]=[CH:20][C:19]([F:22])=[CH:18][CH:17]=3)[C:14]([S:23][CH2:24][C:25]3[C:30]([F:31])=[CH:29][C:28]([C:32]#[C:33][CH2:34][OH:35])=[CH:27][C:26]=3[F:36])=[N:13][CH:12]=2)([CH3:10])[CH3:9])=[CH:4][C:3]=1[O:37][CH3:38]. Product: [Cl:1][C:2]1[CH:7]=[CH:6][C:5]([C:8]([C:11]2[N:15]([C:16]3[CH:21]=[CH:20][C:19]([F:22])=[CH:18][CH:17]=3)[C:14]([S:23][CH2:24][C:25]3[C:26]([F:36])=[CH:27][C:28]([CH2:32][CH2:33][CH2:34][OH:35])=[CH:29][C:30]=3[F:31])=[N:13][CH:12]=2)([CH3:10])[CH3:9])=[CH:4][C:3]=1[O:37][CH3:38]. The catalyst class is: 458. (5) Reactant: [CH2:1]([Li])CCC.[CH2:6]([N:8]1[C:17]2[C:12](=[CH:13][C:14]([CH3:32])=[C:15]([C:18]3[CH:19]=[C:20]([CH:23]=[CH:24][C:25]=3[O:26][CH2:27][C:28]([F:31])([F:30])[F:29])[CH:21]=O)[CH:16]=2)[C:11]([CH3:34])([CH3:33])[CH2:10][C:9]1=[O:35])[CH3:7]. Product: [CH2:6]([N:8]1[C:17]2[C:12](=[CH:13][C:14]([CH3:32])=[C:15]([C:18]3[CH:19]=[C:20]([CH:21]=[CH2:1])[CH:23]=[CH:24][C:25]=3[O:26][CH2:27][C:28]([F:30])([F:31])[F:29])[CH:16]=2)[C:11]([CH3:34])([CH3:33])[CH2:10][C:9]1=[O:35])[CH3:7]. The catalyst class is: 307.